Binary Classification. Given a drug SMILES string, predict its activity (active/inactive) in a high-throughput screening assay against a specified biological target. From a dataset of HIV replication inhibition screening data with 41,000+ compounds from the AIDS Antiviral Screen. (1) The compound is CCOC(=O)c1c(OC)cc2n(c1=O)Cc1cc3ccccc3nc1-2. The result is 0 (inactive). (2) The drug is COP(=O)(OC)c1ccc(NCc2cc(O)ccc2O)cc1. The result is 1 (active). (3) The molecule is O=C(CSc1nnc(Cc2ccccc2)o1)Nc1ccc(Cl)cc1[N+](=O)[O-]. The result is 0 (inactive). (4) The drug is Cc1cc(C)c(S(=O)(=O)N(CCCCCN)OCCCN)c(C)c1.Cl. The result is 0 (inactive). (5) The molecule is NC(CCOCCP(=O)(O)O)C(=O)O. The result is 0 (inactive).